From a dataset of Forward reaction prediction with 1.9M reactions from USPTO patents (1976-2016). Predict the product of the given reaction. The product is: [NH:2]([C:5]1[C:6]2[CH2:16][CH2:15][CH2:14][CH2:13][CH2:12][CH2:11][C:7]=2[N:8]=[CH:9][N:10]=1)[NH2:3]. Given the reactants O.[NH2:2][NH2:3].Cl[C:5]1[C:6]2[CH2:16][CH2:15][CH2:14][CH2:13][CH2:12][CH2:11][C:7]=2[N:8]=[CH:9][N:10]=1, predict the reaction product.